From a dataset of Forward reaction prediction with 1.9M reactions from USPTO patents (1976-2016). Predict the product of the given reaction. (1) The product is: [NH2:1][C:2]([NH:4][C:5]1[C:6]([C:24]([NH2:26])=[O:25])=[N:7][N:8]([C:10]2[CH:15]=[CH:14][C:13]([C:16]3[CH:21]=[CH:20][CH:19]=[CH:18][C:17]=3[O:22][CH3:27])=[C:12]([F:23])[CH:11]=2)[CH:9]=1)=[O:3]. Given the reactants [NH2:1][C:2]([NH:4][C:5]1[C:6]([C:24]([NH2:26])=[O:25])=[N:7][N:8]([C:10]2[CH:15]=[CH:14][C:13]([C:16]3[CH:21]=[CH:20][CH:19]=[CH:18][C:17]=3[OH:22])=[C:12]([F:23])[CH:11]=2)[CH:9]=1)=[O:3].[C:27]([O-])([O-])=O.[K+].[K+].CN(C=O)C.CI, predict the reaction product. (2) Given the reactants C([N:3](CC)[C:4](=[O:14])[C:5]1[CH:10]=[CH:9][C:8]([F:11])=[CH:7][C:6]=1[CH:12]=O)C.O.[NH2:18]N.CCO.C([O-])(O)=O.[Na+], predict the reaction product. The product is: [F:11][C:8]1[CH:7]=[C:6]2[C:5](=[CH:10][CH:9]=1)[C:4](=[O:14])[NH:3][N:18]=[CH:12]2. (3) Given the reactants [CH:1](=[O:4])[CH:2]=[CH2:3].[C:5]([Si:9]([CH3:38])([CH3:37])[O:10][C@@H:11]1[CH2:16][NH:15][CH2:14][C@H:13]([NH:17][C:18]2[C:19]3[CH:26]=[CH:25][N:24]([S:27]([C:30]4[CH:36]=[CH:35][C:33]([CH3:34])=[CH:32][CH:31]=4)(=[O:29])=[O:28])[C:20]=3[N:21]=[CH:22][N:23]=2)[CH2:12]1)([CH3:8])([CH3:7])[CH3:6].C(Cl)(=O)C=C, predict the reaction product. The product is: [Si:9]([O:10][C@H:11]1[CH2:12][C@@H:13]([NH:17][C:18]2[C:19]3[CH:26]=[CH:25][N:24]([S:27]([C:30]4[CH:36]=[CH:35][C:33]([CH3:34])=[CH:32][CH:31]=4)(=[O:28])=[O:29])[C:20]=3[N:21]=[CH:22][N:23]=2)[CH2:14][N:15]([C:1](=[O:4])[CH:2]=[CH2:3])[CH2:16]1)([C:5]([CH3:8])([CH3:7])[CH3:6])([CH3:38])[CH3:37]. (4) The product is: [NH4+:1].[NH2:1][C@@H:2]([C:22](=[O:24])[NH2:23])[CH2:3][CH2:4][C:5]([NH:7][C@@H:8]([C:19]([O-:21])=[O:20])[CH2:9][C:10]1[C:18]2[C:13](=[CH:14][CH:15]=[CH:16][CH:17]=2)[NH:12][CH:11]=1)=[O:6]. Given the reactants [NH2:1][C@@H:2]([C:22](=[O:24])[NH2:23])[CH2:3][CH2:4][C:5]([NH:7][C@@H:8]([C:19]([OH:21])=[O:20])[CH2:9][C:10]1[C:18]2[C:13](=[CH:14][CH:15]=[CH:16][CH:17]=2)[NH:12][CH:11]=1)=[O:6].[OH-].[NH4+], predict the reaction product.